From a dataset of Reaction yield outcomes from USPTO patents with 853,638 reactions. Predict the reaction yield, written as a fraction of the theoretical maximum amount of product (1.0 means a 100% yield; for example, 0.34 means a 34% yield). (1) The reactants are N(C(OCC)=O)=NC(OCC)=O.[OH:13][CH2:14][CH:15]1[NH:20][C:19](=[O:21])[CH2:18][CH2:17][CH2:16]1.[C:22]1(O)[CH:27]=[CH:26][CH:25]=[CH:24][CH:23]=1.C1(P(C2C=CC=CC=2)C2C=CC=CC=2)C=CC=CC=1. The catalyst is O1CCCC1. The product is [O:13]([CH2:14][CH:15]1[NH:20][C:19](=[O:21])[CH2:18][CH2:17][CH2:16]1)[C:22]1[CH:27]=[CH:26][CH:25]=[CH:24][CH:23]=1. The yield is 0.630. (2) The reactants are [Li]C(C)(C)C.Br[C:7]1[CH:8]=[C:9]2[C:15]([CH3:16])=[N:14][NH:13][C:10]2=[N:11][CH:12]=1.CN([CH:20]=[O:21])C. The catalyst is C1COCC1. The product is [CH3:16][C:15]1[C:9]2[C:10](=[N:11][CH:12]=[C:7]([CH:20]=[O:21])[CH:8]=2)[NH:13][N:14]=1. The yield is 0.205. (3) The reactants are Cl.[Cl:2][C:3]1[CH:8]=[CH:7][C:6]([C:9]2[CH:14]=[CH:13][N:12]=[C:11]([NH:15][C:16]3[CH:21]=[CH:20][C:19]([C:22]([N:24]4[CH2:29][CH2:28][CH:27]([NH2:30])[CH2:26][CH2:25]4)=[O:23])=[CH:18][CH:17]=3)[N:10]=2)=[CH:5][CH:4]=1.C(N(CC)CC)C.[C:38](OC(=O)C)(=[O:40])[CH3:39]. The catalyst is C1COCC1. The product is [Cl:2][C:3]1[CH:8]=[CH:7][C:6]([C:9]2[CH:14]=[CH:13][N:12]=[C:11]([NH:15][C:16]3[CH:17]=[CH:18][C:19]([C:22]([N:24]4[CH2:25][CH2:26][CH:27]([NH:30][C:38](=[O:40])[CH3:39])[CH2:28][CH2:29]4)=[O:23])=[CH:20][CH:21]=3)[N:10]=2)=[CH:5][CH:4]=1. The yield is 0.460. (4) The reactants are Br[C:2]1[CH:3]=[C:4]2[C:8](=[C:9]([C:11]([NH2:13])=[O:12])[CH:10]=1)[NH:7][CH:6]=[C:5]2[CH:14]1[CH2:19][CH2:18][N:17]([S:20]([CH2:23][CH3:24])(=[O:22])=[O:21])[CH2:16][CH2:15]1.C(=O)([O-])[O-].[Cs+].[Cs+].CC1(C)C(C)(C)OB([C:39]2[CH:40]=[N:41][NH:42][CH:43]=2)O1. The catalyst is C1C=CC([P]([Pd]([P](C2C=CC=CC=2)(C2C=CC=CC=2)C2C=CC=CC=2)([P](C2C=CC=CC=2)(C2C=CC=CC=2)C2C=CC=CC=2)[P](C2C=CC=CC=2)(C2C=CC=CC=2)C2C=CC=CC=2)(C2C=CC=CC=2)C2C=CC=CC=2)=CC=1. The product is [CH2:23]([S:20]([N:17]1[CH2:18][CH2:19][CH:14]([C:5]2[C:4]3[C:8](=[C:9]([C:11]([NH2:13])=[O:12])[CH:10]=[C:2]([C:39]4[CH:40]=[N:41][NH:42][CH:43]=4)[CH:3]=3)[NH:7][CH:6]=2)[CH2:15][CH2:16]1)(=[O:22])=[O:21])[CH3:24]. The yield is 0.0600. (5) The catalyst is CO. The product is [C:27]1([N:33]2[C:5]([C:7]3[C:12](=[O:13])[CH:11]=[CH:10][N:9]([C:14]4[CH:15]=[CH:16][C:17]([N:20]5[CH2:21][CH2:22][CH2:23][CH2:24][CH2:25]5)=[CH:18][CH:19]=4)[N:8]=3)=[CH:4][CH:3]=[N:2]2)[CH:32]=[CH:31][CH:30]=[CH:29][CH:28]=1. The reactants are C[N:2](C)[CH:3]=[CH:4][C:5]([C:7]1[C:12](=[O:13])[CH:11]=[CH:10][N:9]([C:14]2[CH:19]=[CH:18][C:17]([N:20]3[CH2:25][CH2:24][CH2:23][CH2:22][CH2:21]3)=[CH:16][CH:15]=2)[N:8]=1)=O.[C:27]1([NH:33]N)[CH:32]=[CH:31][CH:30]=[CH:29][CH:28]=1. The yield is 0.0400. (6) The reactants are [CH2:1]([O:3][C:4](=[O:15])[C:5]1[CH:10]=[CH:9][C:8]([N+:11]([O-])=O)=[CH:7][C:6]=1[F:14])[CH3:2].[Sn].Cl. The catalyst is O1CCCC1. The product is [CH2:1]([O:3][C:4](=[O:15])[C:5]1[CH:10]=[CH:9][C:8]([NH2:11])=[CH:7][C:6]=1[F:14])[CH3:2]. The yield is 0.890.